Task: Regression. Given a peptide amino acid sequence and an MHC pseudo amino acid sequence, predict their binding affinity value. This is MHC class I binding data.. Dataset: Peptide-MHC class I binding affinity with 185,985 pairs from IEDB/IMGT (1) The peptide sequence is YKACHNSEL. The MHC is BoLA-D18.4 with pseudo-sequence BoLA-D18.4. The binding affinity (normalized) is 0.499. (2) The peptide sequence is SQYDPKELL. The MHC is HLA-B39:01 with pseudo-sequence HLA-B39:01. The binding affinity (normalized) is 0.0847.